From a dataset of Full USPTO retrosynthesis dataset with 1.9M reactions from patents (1976-2016). Predict the reactants needed to synthesize the given product. (1) Given the product [F:2][C:3]1[C:8]([F:9])=[CH:7][CH:6]=[CH:5][C:4]=1[CH:10]1[CH2:13][C:12]2([CH2:14][CH2:15][N:16]([C:26]([NH:27][C:28]3[O:32][N:31]=[C:30]([CH3:33])[C:29]=3[CH3:34])=[O:25])[CH2:17][CH2:18]2)[CH2:11]1, predict the reactants needed to synthesize it. The reactants are: Cl.[F:2][C:3]1[C:8]([F:9])=[CH:7][CH:6]=[CH:5][C:4]=1[CH:10]1[CH2:13][C:12]2([CH2:18][CH2:17][NH:16][CH2:15][CH2:14]2)[CH2:11]1.C1([O:25][C:26](=O)[NH:27][C:28]2[O:32][N:31]=[C:30]([CH3:33])[C:29]=2[CH3:34])C=CC=CC=1. (2) Given the product [Cl:19][C:5]1[CH:6]=[C:7]([CH2:10][CH2:11][C:12]([O:14][C:15]([CH3:16])([CH3:18])[CH3:17])=[O:13])[CH:8]=[CH:9][C:4]=1[C:1]1[N:2]=[C:34]([C:32]2[N:33]=[C:22]3[C:21]([Cl:20])=[CH:26][C:25]([C:27]([F:30])([F:29])[F:28])=[CH:24][N:23]3[CH:31]=2)[O:35][N:3]=1, predict the reactants needed to synthesize it. The reactants are: [C:1]([C:4]1[CH:9]=[CH:8][C:7]([CH2:10][CH2:11][C:12]([O:14][C:15]([CH3:18])([CH3:17])[CH3:16])=[O:13])=[CH:6][C:5]=1[Cl:19])(=[NH:3])[NH2:2].[Cl:20][C:21]1[C:22]2[N:23]([CH:31]=[C:32]([C:34](O)=[O:35])[N:33]=2)[CH:24]=[C:25]([C:27]([F:30])([F:29])[F:28])[CH:26]=1.CCN=C=NCCCN(C)C.Cl.C1C=CC2N(O)N=NC=2C=1.